This data is from Forward reaction prediction with 1.9M reactions from USPTO patents (1976-2016). The task is: Predict the product of the given reaction. Given the reactants [F:1][C:2]([F:18])([F:17])[C:3]1[CH:8]=[CH:7][C:6]([C:9]2[N:10]=[C:11]([C@@H:14]([OH:16])[CH3:15])[O:12][CH:13]=2)=[CH:5][CH:4]=1.C(N(CC)CC)C.[CH3:26][S:27](Cl)(=[O:29])=[O:28].O, predict the reaction product. The product is: [CH3:26][S:27]([O:16][C@H:14]([C:11]1[O:12][CH:13]=[C:9]([C:6]2[CH:5]=[CH:4][C:3]([C:2]([F:1])([F:17])[F:18])=[CH:8][CH:7]=2)[N:10]=1)[CH3:15])(=[O:29])=[O:28].